This data is from Reaction yield outcomes from USPTO patents with 853,638 reactions. The task is: Predict the reaction yield, written as a fraction of the theoretical maximum amount of product (1.0 means a 100% yield; for example, 0.34 means a 34% yield). (1) The reactants are [CH:1]1([C:6]2[CH:7]=[C:8]([OH:25])[CH:9]=[CH:10][C:11]=2[C:12]2[CH:17]=[CH:16][CH:15]=[C:14]([N:18]3C(C)=CC=C3C)[N:13]=2)[CH2:5][CH2:4][CH2:3][CH2:2]1.NO.Cl. The catalyst is C(O)C. The product is [NH2:18][C:14]1[N:13]=[C:12]([C:11]2[CH:10]=[CH:9][C:8]([OH:25])=[CH:7][C:6]=2[CH:1]2[CH2:5][CH2:4][CH2:3][CH2:2]2)[CH:17]=[CH:16][CH:15]=1. The yield is 0.610. (2) The yield is 0.200. The product is [OH:15][CH:14]([C:10]1[C:9]2[C:8](=[O:11])[CH2:7][C:6]([CH3:13])([CH3:12])[CH2:5][C:4]=2[NH:3][C:2]=1[CH3:1])[C:16]1[CH:21]=[CH:20][CH:19]=[CH:18][C:17]=1[S:22]([N:25]([CH3:32])[C:26]1[CH:27]=[CH:28][CH:29]=[CH:30][CH:31]=1)(=[O:24])=[O:23]. The reactants are [CH3:1][C:2]1[NH:3][C:4]2[CH2:5][C:6]([CH3:13])([CH3:12])[CH2:7][C:8](=[O:11])[C:9]=2[CH:10]=1.[CH:14]([C:16]1[CH:21]=[CH:20][CH:19]=[CH:18][C:17]=1[S:22]([N:25]([CH3:32])[C:26]1[CH:31]=[CH:30][CH:29]=[CH:28][CH:27]=1)(=[O:24])=[O:23])=[O:15].[OH-].[Na+]. The catalyst is CO.O. (3) The reactants are [CH3:22][C:17]1[CH:18]=[CH:19][CH:20]=[CH:21][C:16]=1P([C:16]1[CH:21]=[CH:20][CH:19]=[CH:18][C:17]=1[CH3:22])[C:16]1[CH:21]=[CH:20][CH:19]=[CH:18][C:17]=1[CH3:22].C(N(CC)C(C)C)(C)C.[O:32]1[CH:36]=[CH:35][CH2:34][CH2:33]1.C(OCC)(=[O:39])C. The catalyst is C1(C)C=CC=CC=1.CCCCCC.C1C=CC(/C=C/C(/C=C/C2C=CC=CC=2)=O)=CC=1.C1C=CC(/C=C/C(/C=C/C2C=CC=CC=2)=O)=CC=1.C1C=CC(/C=C/C(/C=C/C2C=CC=CC=2)=O)=CC=1.[Pd].[Pd]. The product is [O:32]1[CH:33]=[CH:34][CH2:35][CH:36]1[C:19]1[CH:18]=[C:17]([CH:16]=[CH:21][CH:20]=1)[CH:22]=[O:39]. The yield is 0.620. (4) The reactants are [O:1]1[C:10]2[CH:9]=[C:8]([CH2:11][NH:12][C@H:13]3[CH2:18][CH2:17][N:16]([C:19]([O:21][CH2:22][C:23]4[CH:28]=[CH:27][CH:26]=[CH:25][CH:24]=4)=[O:20])[CH2:15][C@H:14]3[OH:29])[N:7]=[CH:6][C:5]=2[O:4][CH2:3][CH2:2]1.C(=O)(O)[O-].[Na+].[C:35](O[C:35]([O:37][C:38]([CH3:41])([CH3:40])[CH3:39])=[O:36])([O:37][C:38]([CH3:41])([CH3:40])[CH3:39])=[O:36]. The catalyst is CO. The product is [O:1]1[C:10]2[CH:9]=[C:8]([CH2:11][N:12]([C:35]([O:37][C:38]([CH3:41])([CH3:40])[CH3:39])=[O:36])[C@H:13]3[CH2:18][CH2:17][N:16]([C:19]([O:21][CH2:22][C:23]4[CH:28]=[CH:27][CH:26]=[CH:25][CH:24]=4)=[O:20])[CH2:15][C@H:14]3[OH:29])[N:7]=[CH:6][C:5]=2[O:4][CH2:3][CH2:2]1. The yield is 0.640.